Dataset: Catalyst prediction with 721,799 reactions and 888 catalyst types from USPTO. Task: Predict which catalyst facilitates the given reaction. (1) Reactant: [CH3:1][C:2]1[CH:11]=[CH:10][C:5]([C:6]([O:8][CH3:9])=[O:7])=[CH:4][C:3]=1[N+:12]([O-:14])=[O:13].[CH3:15][N:16]([CH:18](OC)OC)[CH3:17]. Product: [CH3:15][N:16]([CH3:18])/[CH:17]=[CH:1]/[C:2]1[CH:11]=[CH:10][C:5]([C:6]([O:8][CH3:9])=[O:7])=[CH:4][C:3]=1[N+:12]([O-:14])=[O:13]. The catalyst class is: 9. (2) Reactant: [CH3:1][O:2][C:3]1[CH:4]=[CH:5][C:6]2[C:12]([CH3:14])([CH3:13])[CH2:11][CH2:10][C:9](=[O:15])[NH:8][C:7]=2[CH:16]=1.FC(F)(F)C(OC(=O)C(F)(F)F)=O.[N+:30]([O-:33])([O-:32])=[O:31].[K+]. Product: [CH3:1][O:2][C:3]1[CH:4]=[CH:5][C:6]2[C:12]([CH3:14])([CH3:13])[CH2:11][CH2:10][C:9](=[O:15])[NH:8][C:7]=2[C:16]=1[N+:30]([O-:32])=[O:31].[CH3:1][O:2][C:3]1[C:4]([N+:30]([O-:33])=[O:31])=[CH:5][C:6]2[C:12]([CH3:14])([CH3:13])[CH2:11][CH2:10][C:9](=[O:15])[NH:8][C:7]=2[CH:16]=1. The catalyst class is: 10.